Dataset: Catalyst prediction with 721,799 reactions and 888 catalyst types from USPTO. Task: Predict which catalyst facilitates the given reaction. (1) Reactant: [F:1][C:2]1[C:7]([C:8]([N:10]2[CH2:15][CH2:14][O:13][CH2:12][CH2:11]2)=[O:9])=[CH:6][CH:5]=[C:4]([F:16])[C:3]=1[CH:17]([O:32][CH3:33])[C:18]([NH:20][CH2:21][C:22]1[CH:27]=[CH:26][C:25]([C:28](=[NH:31])[NH:29]O)=[CH:24][CH:23]=1)=[O:19].[CH3:34][C:35]([OH:37])=[O:36]. Product: [C:35]([OH:37])(=[O:36])[CH3:34].[C:28]([C:25]1[CH:24]=[CH:23][C:22]([CH2:21][NH:20][C:18](=[O:19])[CH:17]([C:3]2[C:4]([F:16])=[CH:5][CH:6]=[C:7]([C:8]([N:10]3[CH2:11][CH2:12][O:13][CH2:14][CH2:15]3)=[O:9])[C:2]=2[F:1])[O:32][CH3:33])=[CH:27][CH:26]=1)(=[NH:29])[NH2:31]. The catalyst class is: 45. (2) Reactant: C([O:8][C:9]1[CH:10]=[C:11]([CH:20]([OH:45])[CH2:21][NH:22][C:23]([CH3:44])([CH3:43])[CH2:24][CH2:25][N:26]2[C:31]3[CH:32]=[CH:33][CH:34]=[CH:35][C:30]=3[C:29]([CH2:39][CH2:40][CH3:41])([CH2:36][CH2:37][CH3:38])[O:28][C:27]2=[O:42])[C:12]2[O:17][CH2:16][C:15](=[O:18])[NH:14][C:13]=2[CH:19]=1)C1C=CC=CC=1.[H][H]. Product: [OH:45][CH:20]([C:11]1[C:12]2[O:17][CH2:16][C:15](=[O:18])[NH:14][C:13]=2[CH:19]=[C:9]([OH:8])[CH:10]=1)[CH2:21][NH:22][C:23]([CH3:43])([CH3:44])[CH2:24][CH2:25][N:26]1[C:31]2[CH:32]=[CH:33][CH:34]=[CH:35][C:30]=2[C:29]([CH2:39][CH2:40][CH3:41])([CH2:36][CH2:37][CH3:38])[O:28][C:27]1=[O:42]. The catalyst class is: 19.